Dataset: Forward reaction prediction with 1.9M reactions from USPTO patents (1976-2016). Task: Predict the product of the given reaction. (1) Given the reactants [Br:1][C:2]1[CH:7]=[CH:6][C:5]([OH:8])=[C:4]([N+:9]([O-:11])=[O:10])[C:3]=1[CH3:12].[C:13]([O-])([O-])=O.[K+].[K+].IC, predict the reaction product. The product is: [Br:1][C:2]1[CH:7]=[CH:6][C:5]([O:8][CH3:13])=[C:4]([N+:9]([O-:11])=[O:10])[C:3]=1[CH3:12]. (2) Given the reactants [CH3:1][N:2]1[C:6]2=[N:7][CH:8]=[CH:9][CH:10]=[C:5]2[N:4]=[C:3]1S(C)(=O)=O.[OH:15][C:16]1[CH:21]=[CH:20][C:19]([N:22]2[C:26]3=[N:27][CH:28]=[C:29]([CH3:31])[CH:30]=[C:25]3[N:24]([CH:32]([CH3:34])[CH3:33])[C:23]2=[O:35])=[CH:18][CH:17]=1.[H-].[Na+].O, predict the reaction product. The product is: [CH3:31][C:29]1[CH:30]=[C:25]2[N:24]([CH:32]([CH3:33])[CH3:34])[C:23](=[O:35])[N:22]([C:19]3[CH:18]=[CH:17][C:16]([O:15][C:3]4[N:2]([CH3:1])[C:6]5=[N:7][CH:8]=[CH:9][CH:10]=[C:5]5[N:4]=4)=[CH:21][CH:20]=3)[C:26]2=[N:27][CH:28]=1.